This data is from Reaction yield outcomes from USPTO patents with 853,638 reactions. The task is: Predict the reaction yield, written as a fraction of the theoretical maximum amount of product (1.0 means a 100% yield; for example, 0.34 means a 34% yield). The reactants are [Cl:1][C:2]1[CH:11]=[CH:10][C:5]([C:6]([O:8][CH3:9])=[O:7])=[CH:4][C:3]=1[OH:12].FC(F)(F)S(O[CH2:19][C:20]([F:23])([F:22])[F:21])(=O)=O. The catalyst is CC(C)=O. The product is [Cl:1][C:2]1[CH:11]=[CH:10][C:5]([C:6]([O:8][CH3:9])=[O:7])=[CH:4][C:3]=1[O:12][CH2:19][C:20]([F:23])([F:22])[F:21]. The yield is 0.900.